From a dataset of Forward reaction prediction with 1.9M reactions from USPTO patents (1976-2016). Predict the product of the given reaction. (1) Given the reactants [S:1]1[C:5]2[CH:6]=[CH:7][CH:8]=[CH:9][C:4]=2[N:3]=[CH:2]1.C(OCC)C.C([Li])CCC.[C:20]1([CH:26]=[N:27][S:28]([C:31]2[CH:41]=[CH:40][C:34]3[O:35][CH2:36][CH2:37][CH2:38][O:39][C:33]=3[CH:32]=2)(=[O:30])=[O:29])[CH:25]=[CH:24][CH:23]=[CH:22][CH:21]=1, predict the reaction product. The product is: [S:1]1[C:5]2[CH:6]=[CH:7][CH:8]=[CH:9][C:4]=2[N:3]=[C:2]1[CH:26]([C:20]1[CH:25]=[CH:24][CH:23]=[CH:22][CH:21]=1)[NH:27][S:28]([C:31]1[CH:41]=[CH:40][C:34]2[O:35][CH2:36][CH2:37][CH2:38][O:39][C:33]=2[CH:32]=1)(=[O:29])=[O:30]. (2) Given the reactants [NH2:1][C:2]1[O:3][CH2:4][C@@:5]2([N:22]=1)[C:18]1[CH:17]=[C:16]([OH:19])[CH:15]=[C:14]([F:20])[C:13]=1[O:12][C:11]1[C:6]2=[CH:7][C:8](Br)=[CH:9][CH:10]=1.C(P(C(C)(C)C)C1C=CC=CC=1C1C(C(C)C)=CC(C(C)C)=CC=1C(C)C)(C)(C)C.CC(C)([O-])C.[Na+].[CH3:59][O:60][C:61]1[CH:62]=[C:63]([CH:65]=[CH:66][CH:67]=1)[NH2:64], predict the reaction product. The product is: [NH2:1][C:2]1[O:3][CH2:4][C@@:5]2([N:22]=1)[C:18]1[CH:17]=[C:16]([OH:19])[CH:15]=[C:14]([F:20])[C:13]=1[O:12][C:11]1[C:6]2=[CH:7][C:8]([NH:64][C:63]2[CH:65]=[CH:66][CH:67]=[C:61]([O:60][CH3:59])[CH:62]=2)=[CH:9][CH:10]=1.